This data is from Full USPTO retrosynthesis dataset with 1.9M reactions from patents (1976-2016). The task is: Predict the reactants needed to synthesize the given product. (1) Given the product [F:1][C:2]1[CH:7]=[CH:6][CH:5]=[CH:4][C:3]=1[N:8]1[C:12]([C:13]2[N:14]=[CH:15][N:16]([C:20]3[CH:29]=[CH:28][C:23]([C:24]([O:26][CH3:27])=[O:25])=[CH:22][N:21]=3)[CH:17]=2)=[C:11]([CH3:18])[N:10]=[N:9]1, predict the reactants needed to synthesize it. The reactants are: [F:1][C:2]1[CH:7]=[CH:6][CH:5]=[CH:4][C:3]=1[N:8]1[C:12]([C:13]2[N:14]=[CH:15][NH:16][CH:17]=2)=[C:11]([CH3:18])[N:10]=[N:9]1.Cl[C:20]1[CH:29]=[CH:28][C:23]([C:24]([O:26][CH3:27])=[O:25])=[CH:22][N:21]=1.C(=O)([O-])[O-].[K+].[K+].O. (2) Given the product [C:16]([Si:20]([O:9][C:7]1[CH:8]=[C:3]([CH2:1][CH3:2])[CH:4]=[CH:5][C:6]=1[F:10])([CH3:23])[CH3:22])([CH3:19])([CH3:18])[CH3:17], predict the reactants needed to synthesize it. The reactants are: [CH2:1]([C:3]1[CH:4]=[CH:5][C:6]([F:10])=[C:7]([OH:9])[CH:8]=1)[CH3:2].N1C=CN=C1.[C:16]([Si:20]([CH3:23])([CH3:22])Cl)([CH3:19])([CH3:18])[CH3:17].C(OCC)C. (3) Given the product [OH:8][C@H:9]1[CH2:14][CH2:13][CH2:12][CH2:11][C@@H:10]1[NH:15][CH:16]1[CH2:17][CH2:18][N:19]([C:22]([O:24][C:25]([CH3:28])([CH3:27])[CH3:26])=[O:23])[CH2:20][CH2:21]1, predict the reactants needed to synthesize it. The reactants are: C1(C[O:8][C@H:9]2[CH2:14][CH2:13][CH2:12][CH2:11][C@@H:10]2[NH:15][CH:16]2[CH2:21][CH2:20][N:19]([C:22]([O:24][C:25]([CH3:28])([CH3:27])[CH3:26])=[O:23])[CH2:18][CH2:17]2)C=CC=CC=1.C1CCCCC=1. (4) Given the product [CH2:1]([C:3]1[CH:4]=[CH:5][C:6]([CH:9]2[CH2:10][CH:11]([C:23]3[O:25][N:36]=[C:34]([C:27]4[CH:32]=[CH:31][CH:30]=[C:29]([CH3:33])[CH:28]=4)[N:35]=3)[CH2:12][N:13]([C:15]([N:17]3[CH2:18][CH2:19][O:20][CH2:21][CH2:22]3)=[O:16])[CH2:14]2)=[CH:7][CH:8]=1)[CH3:2], predict the reactants needed to synthesize it. The reactants are: [CH2:1]([C:3]1[CH:8]=[CH:7][C:6]([CH:9]2[CH2:14][N:13]([C:15]([N:17]3[CH2:22][CH2:21][O:20][CH2:19][CH2:18]3)=[O:16])[CH2:12][CH:11]([C:23]([OH:25])=O)[CH2:10]2)=[CH:5][CH:4]=1)[CH3:2].O[C:27]1([C:34](=[NH:36])[NH2:35])[CH:32]=[CH:31][CH:30]=[C:29]([CH3:33])[CH2:28]1. (5) Given the product [Cl:36][C:7]1[C:8]2[N:9]([CH3:17])[C:10](=[O:16])[N:11]([CH3:15])[C:12](=[O:14])[C:13]=2[N:5]([CH2:4][C:3]2[CH:32]=[CH:33][CH:34]=[CH:35][C:2]=2[Cl:1])[C:6]=1[N:18]1[CH2:23][CH2:22][CH2:21][C@@H:20]([NH:24][C:25](=[O:31])[O:26][C:27]([CH3:29])([CH3:30])[CH3:28])[CH2:19]1, predict the reactants needed to synthesize it. The reactants are: [Cl:1][C:2]1[CH:35]=[CH:34][CH:33]=[CH:32][C:3]=1[CH2:4][N:5]1[C:13]2[C:12](=[O:14])[N:11]([CH3:15])[C:10](=[O:16])[N:9]([CH3:17])[C:8]=2[CH:7]=[C:6]1[N:18]1[CH2:23][CH2:22][CH2:21][C@@H:20]([NH:24][C:25](=[O:31])[O:26][C:27]([CH3:30])([CH3:29])[CH3:28])[CH2:19]1.[Cl:36]N1C(=O)CCC1=O.S([O-])(O)(=O)=O.[K+]. (6) Given the product [Cl:1][O-:2].[Na+:3].[Cl-:1].[S:5]([O-:9])([O-:8])(=[O:7])=[O:6], predict the reactants needed to synthesize it. The reactants are: [ClH:1].[OH-:2].[Na+:3].[As].[S:5](=[O:9])(=[O:8])([OH:7])[O-:6].[Na+].